From a dataset of Reaction yield outcomes from USPTO patents with 853,638 reactions. Predict the reaction yield, written as a fraction of the theoretical maximum amount of product (1.0 means a 100% yield; for example, 0.34 means a 34% yield). (1) The reactants are [Li+].C[Si]([N-][Si](C)(C)C)(C)C.[CH2:11]([O:13][CH:14]([O:16][CH:17]1[CH2:29][CH2:28][C:27]([O:31][CH:32]([O:34][CH2:35][CH3:36])[CH3:33])([CH3:30])[CH:26]([OH:37])[CH:25]=[CH:24][CH:23]([CH3:38])[CH:22](/[C:39](/[CH3:60])=[CH:40]/[CH:41]=[CH:42]/[CH:43]([CH3:59])[CH2:44][CH:45]2[O:58][CH:46]2[CH:47]([CH3:57])[CH:48]([O:51][CH:52]([O:54][CH2:55][CH3:56])[CH3:53])[CH2:49][CH3:50])[O:21][C:19](=[O:20])[CH2:18]1)[CH3:15])[CH3:12].[C:61](Cl)(=[O:68])[C:62]1[CH:67]=[CH:66][CH:65]=[CH:64][CH:63]=1.C(OCC)(=O)C. The catalyst is O1CCCC1.O. The product is [C:61]([O:37][CH:26]1[C:27]([O:31][CH:32]([O:34][CH2:35][CH3:36])[CH3:33])([CH3:30])[CH2:28][CH2:29][CH:17]([O:16][CH:14]([O:13][CH2:11][CH3:12])[CH3:15])[CH2:18][C:19]([O:21][CH:22](/[C:39](/[CH3:60])=[CH:40]/[CH:41]=[CH:42]/[CH:43]([CH3:59])[CH2:44][CH:45]2[O:58][CH:46]2[CH:47]([CH3:57])[CH:48]([O:51][CH:52]([O:54][CH2:55][CH3:56])[CH3:53])[CH2:49][CH3:50])[CH:23]([CH3:38])[CH:24]=[CH:25]1)=[O:20])(=[O:68])[C:62]1[CH:67]=[CH:66][CH:65]=[CH:64][CH:63]=1. The yield is 0.540. (2) The reactants are [CH2:1]([O:3][C:4]([C:6]1[NH:7][C:8]([SH:11])=[N:9][CH:10]=1)=[O:5])[CH3:2].[CH2:12](N(CC)CC)C.IC.[CH3:21][Si:22]([CH2:25][CH2:26][O:27][CH2:28]Cl)([CH3:24])[CH3:23]. The catalyst is C(Cl)Cl. The product is [CH2:1]([O:3][C:4]([C:6]1[N:7]([CH2:28][O:27][CH2:26][CH2:25][Si:22]([CH3:24])([CH3:23])[CH3:21])[C:8]([S:11][CH3:12])=[N:9][CH:10]=1)=[O:5])[CH3:2]. The yield is 0.550. (3) The reactants are Br[C:2]1[C:3]([F:14])=[CH:4][N:5]=[C:6]2[C:11]=1[N:10]=[C:9]([O:12][CH3:13])[CH:8]=[CH:7]2.[C:15]([O:19][C:20]([NH:22][C@H:23]1[CH2:27][CH2:26][NH:25][CH2:24]1)=[O:21])([CH3:18])([CH3:17])[CH3:16]. No catalyst specified. The product is [C:15]([O:19][C:20](=[O:21])[NH:22][C@H:23]1[CH2:27][CH2:26][N:25]([C:2]2[C:11]3[C:6](=[CH:7][CH:8]=[C:9]([O:12][CH3:13])[N:10]=3)[N:5]=[CH:4][C:3]=2[F:14])[CH2:24]1)([CH3:18])([CH3:16])[CH3:17]. The yield is 0.480. (4) The reactants are O[CH2:2][C@H:3]([NH:5][C:6](=[O:12])[O:7][C:8]([CH3:11])([CH3:10])[CH3:9])[CH3:4].[I:13][C:14]1[C:22]2[C:17](=[N:18][CH:19]=[N:20][C:21]=2[NH2:23])[NH:16][N:15]=1.C1C=CC(P(C2C=CC=CC=2)C2C=CC=CC=2)=CC=1.CC(OC(/N=N/C(OC(C)C)=O)=O)C. The catalyst is C1COCC1.C(OCC)(=O)C. The product is [NH2:23][C:21]1[N:20]=[CH:19][N:18]=[C:17]2[N:16]([CH2:2][C@H:3]([NH:5][C:6](=[O:12])[O:7][C:8]([CH3:11])([CH3:10])[CH3:9])[CH3:4])[N:15]=[C:14]([I:13])[C:22]=12. The yield is 0.660. (5) The reactants are [C:1]([O:4][C:5]1C=[CH:9][C:8](I)=[CH:7][C:6]=1[CH3:12])(=O)C.C([N-][CH:17]([CH3:19])C)(C)C.[Li+].C1CCCCC1.[CH3:27][I:28].[O:29]1CCCC1. No catalyst specified. The product is [CH3:1][O:4][C:5](=[O:29])[CH:6]([C:7]1[CH:8]=[CH:9][C:27]([I:28])=[CH:19][CH:17]=1)[CH3:12]. The yield is 0.927. (6) The reactants are [C:1]([CH:3]1[CH2:6][N:5]([C:7](=[O:42])[C@H:8]([NH:10][C:11]([C:13]2[C:21]3[C:16](=[N:17][CH:18]=[C:19]([C:22]4[C:30]5[C:25](=[CH:26][C:27]([Cl:31])=[CH:28][CH:29]=5)[N:24]([CH2:32][CH3:33])[N:23]=4)[N:20]=3)[N:15](COCC[Si](C)(C)C)[CH:14]=2)=[O:12])[CH3:9])[CH2:4]1)#[N:2].C(O)(C(F)(F)F)=O. The catalyst is C(Cl)Cl. The product is [C:1]([CH:3]1[CH2:4][N:5]([C:7](=[O:42])[C@H:8]([NH:10][C:11]([C:13]2[C:21]3[C:16](=[N:17][CH:18]=[C:19]([C:22]4[C:30]5[C:25](=[CH:26][C:27]([Cl:31])=[CH:28][CH:29]=5)[N:24]([CH2:32][CH3:33])[N:23]=4)[N:20]=3)[NH:15][CH:14]=2)=[O:12])[CH3:9])[CH2:6]1)#[N:2]. The yield is 0.750. (7) The reactants are C([O:3][C:4](=[O:20])[C:5]([NH:7][C:8]1[C:13]([C:14]([F:17])([F:16])[F:15])=[CH:12][C:11](Br)=[CH:10][C:9]=1[NH2:19])=O)C.[O:21]1[CH:25]=[CH:24][C:23](B(O)O)=[CH:22]1.O1CCOCC1. The catalyst is [O-]P([O-])([O-])=O.[K+].[K+].[K+].C1C=CC([P]([Pd]([P](C2C=CC=CC=2)(C2C=CC=CC=2)C2C=CC=CC=2)([P](C2C=CC=CC=2)(C2C=CC=CC=2)C2C=CC=CC=2)[P](C2C=CC=CC=2)(C2C=CC=CC=2)C2C=CC=CC=2)(C2C=CC=CC=2)C2C=CC=CC=2)=CC=1. The product is [O:21]1[CH:25]=[CH:24][C:23]([C:11]2[CH:12]=[C:13]([C:14]([F:15])([F:16])[F:17])[C:8]3[NH:7][C:5]([C:4]([OH:3])=[O:20])=[N:19][C:9]=3[CH:10]=2)=[CH:22]1. The yield is 0.700. (8) The reactants are [CH:1]([C:4]1[O:8][N:7]=[C:6]([C@H:9]2[CH2:14][CH2:13][C@H:12]([C:15]([O:17]C)=O)[CH2:11][CH2:10]2)[N:5]=1)([CH3:3])[CH3:2].[CH2:19]([NH2:22])[CH2:20][NH2:21]. No catalyst specified. The product is [NH2:21][CH2:20][CH2:19][NH:22][C:15]([C@H:12]1[CH2:11][CH2:10][C@H:9]([C:6]2[N:5]=[C:4]([CH:1]([CH3:2])[CH3:3])[O:8][N:7]=2)[CH2:14][CH2:13]1)=[O:17]. The yield is 0.950. (9) The reactants are [F:1][C:2]1[CH:3]=[C:4]([CH:8]2[CH2:13][C:12](=[O:14])[CH2:11][CH2:10][N:9]2[C:15]([N:17]2[CH2:23][C:22]3[CH:24]=[C:25]([C:28]4[CH:29]=[C:30]5[N:36](C(OCC(C)C)=O)[CH:35]=[N:34][C:31]5=[N:32][CH:33]=4)[CH:26]=[CH:27][C:21]=3[O:20][CH2:19][CH2:18]2)=[O:16])[CH:5]=[CH:6][CH:7]=1.C(=O)([O-])[O-].[K+].[K+]. The catalyst is CO.C(OCC)(=O)C.C(OCC)C. The product is [F:1][C:2]1[CH:3]=[C:4]([CH:8]2[CH2:13][C:12](=[O:14])[CH2:11][CH2:10][N:9]2[C:15]([N:17]2[CH2:23][C:22]3[CH:24]=[C:25]([C:28]4[CH:29]=[C:30]5[N:36]=[CH:35][NH:34][C:31]5=[N:32][CH:33]=4)[CH:26]=[CH:27][C:21]=3[O:20][CH2:19][CH2:18]2)=[O:16])[CH:5]=[CH:6][CH:7]=1. The yield is 0.270.